Dataset: Forward reaction prediction with 1.9M reactions from USPTO patents (1976-2016). Task: Predict the product of the given reaction. (1) Given the reactants Br[C:2]1[CH:3]=[C:4]([N:8]2[C:12]3[CH:13]=[CH:14][C:15]([CH2:17][N:18]4[C:26](=[O:27])[C:25]5[C:20](=[CH:21][CH:22]=[CH:23][CH:24]=5)[C:19]4=[O:28])=[CH:16][C:11]=3[N:10]=[CH:9]2)[CH:5]=[CH:6][CH:7]=1.[N:29]1[CH:34]=[CH:33][CH:32]=[C:31](B(O)O)[CH:30]=1.C(=O)([O-])[O-].[K+].[K+].C(O)CCO, predict the reaction product. The product is: [N:29]1[CH:34]=[CH:33][CH:32]=[C:31]([C:2]2[CH:3]=[C:4]([N:8]3[C:12]4[CH:13]=[CH:14][C:15]([CH2:17][N:18]5[C:19](=[O:28])[C:20]6[C:25](=[CH:24][CH:23]=[CH:22][CH:21]=6)[C:26]5=[O:27])=[CH:16][C:11]=4[N:10]=[CH:9]3)[CH:5]=[CH:6][CH:7]=2)[CH:30]=1. (2) Given the reactants [C:1]1([C:7]2[C:16]3[C:11](=[CH:12][N:13]=[CH:14][CH:15]=3)[C:10]3[CH:17]=[CH:18][C:19]([C:21]([O:23]C)=[O:22])=[CH:20][C:9]=3[N:8]=2)[CH:6]=[CH:5][CH:4]=[CH:3][CH:2]=1.CCO.[OH-].[Na+].Cl, predict the reaction product. The product is: [C:1]1([C:7]2[C:16]3[C:11](=[CH:12][N:13]=[CH:14][CH:15]=3)[C:10]3[CH:17]=[CH:18][C:19]([C:21]([OH:23])=[O:22])=[CH:20][C:9]=3[N:8]=2)[CH:2]=[CH:3][CH:4]=[CH:5][CH:6]=1. (3) Given the reactants C(OC([N:8]1[CH2:11][CH:10]([O:12][C:13]2[CH:18]=[C:17]([F:19])[CH:16]=[CH:15][C:14]=2[O:20][CH2:21][C:22]2[CH:27]=[CH:26][CH:25]=[C:24]([Cl:28])[CH:23]=2)[CH2:9]1)=O)(C)(C)C.Cl, predict the reaction product. The product is: [ClH:28].[Cl:28][C:24]1[CH:23]=[C:22]([CH:27]=[CH:26][CH:25]=1)[CH2:21][O:20][C:14]1[CH:15]=[CH:16][C:17]([F:19])=[CH:18][C:13]=1[O:12][CH:10]1[CH2:11][NH:8][CH2:9]1. (4) Given the reactants [CH:1]1([C:7]2[CH:31]=[CH:30][C:10]([C:11]([N:13]3[C:19]4[CH:20]=[CH:21][CH:22]=[CH:23][C:18]=4[CH2:17][N:16]4[C:24]([C:27](Cl)=[O:28])=[CH:25][CH:26]=[C:15]4[CH2:14]3)=[O:12])=[CH:9][CH:8]=2)[CH2:6][CH2:5][CH2:4][CH2:3][CH2:2]1.[N:32]1([CH:37]2[CH2:42][CH2:41][NH:40][CH2:39][CH2:38]2)[CH2:36][CH2:35][CH2:34][CH2:33]1.C(N(CC)C(C)C)(C)C, predict the reaction product. The product is: [CH:1]1([C:7]2[CH:31]=[CH:30][C:10]([C:11]([N:13]3[C:19]4[CH:20]=[CH:21][CH:22]=[CH:23][C:18]=4[CH2:17][N:16]4[C:24]([C:27]([N:40]5[CH2:41][CH2:42][CH:37]([N:32]6[CH2:36][CH2:35][CH2:34][CH2:33]6)[CH2:38][CH2:39]5)=[O:28])=[CH:25][CH:26]=[C:15]4[CH2:14]3)=[O:12])=[CH:9][CH:8]=2)[CH2:6][CH2:5][CH2:4][CH2:3][CH2:2]1.